This data is from Catalyst prediction with 721,799 reactions and 888 catalyst types from USPTO. The task is: Predict which catalyst facilitates the given reaction. (1) The catalyst class is: 81. Product: [F:1][C:2]([F:13])([F:14])[C:3]1[CH:4]=[C:5]([CH2:9][C@@H:10]([OH:12])[CH3:11])[CH:6]=[CH:7][CH:8]=1. Reactant: [F:1][C:2]([F:14])([F:13])[C:3]1[CH:4]=[C:5]([CH2:9][CH:10]([OH:12])[CH3:11])[CH:6]=[CH:7][CH:8]=1.C(OC=C)(=O)C. (2) Reactant: [CH3:1][C:2]1[CH:7]=[CH:6][C:5]([C:8]2[S:9][CH:10]=[C:11]([CH2:13][OH:14])[N:12]=2)=[C:4]([N+:15]([O-:17])=[O:16])[CH:3]=1.CC(OI1(OC(C)=O)(OC(C)=O)OC(=O)C2C=CC=CC1=2)=O. Product: [CH3:1][C:2]1[CH:7]=[CH:6][C:5]([C:8]2[S:9][CH:10]=[C:11]([CH:13]=[O:14])[N:12]=2)=[C:4]([N+:15]([O-:17])=[O:16])[CH:3]=1. The catalyst class is: 2. (3) Reactant: Cl.[F:2][C:3]([F:15])([F:14])[C:4]1[CH:5]=[C:6]([C:10]2([NH2:13])[CH2:12][CH2:11]2)[CH:7]=[CH:8][CH:9]=1.[OH-].[Na+].ClCCl. Product: [F:2][C:3]([F:14])([F:15])[C:4]1[CH:5]=[C:6]([C:10]2([NH2:13])[CH2:11][CH2:12]2)[CH:7]=[CH:8][CH:9]=1. The catalyst class is: 6. (4) Reactant: [OH:1][CH2:2][CH2:3][O:4][CH2:5][CH2:6][NH:7][C:8](=[O:14])[O:9][C:10]([CH3:13])([CH3:12])[CH3:11].N1C=CC=CC=1.[C:21](Cl)(=[O:25])[O:22][CH2:23][CH3:24]. Product: [C:21](=[O:25])([O:22][CH2:23][CH3:24])[O:1][CH2:2][CH2:3][O:4][CH2:5][CH2:6][NH:7][C:8]([O:9][C:10]([CH3:11])([CH3:13])[CH3:12])=[O:14]. The catalyst class is: 13. (5) Reactant: [CH2:1]([O:3][C:4](=[O:19])[C:5]1[CH:10]=[CH:9][C:8](NCCOC)=[C:7]([N+:16]([O-])=O)[CH:6]=1)[CH3:2]. Product: [CH2:1]([O:3][C:4](=[O:19])[C:5]1[CH:10]=[CH:9][C:8]([CH2:2][CH2:1][O:3][CH3:4])=[C:7]([NH2:16])[CH:6]=1)[CH3:2]. The catalyst class is: 29. (6) Reactant: [CH2:1]([C@H:8]([NH:21][C:22]([C@@H:24]([NH:34][C:35]([C@@H:37]([NH:39][C:40]([C:42]1[CH:47]=[N:46][CH:45]=[CH:44][N:43]=1)=[O:41])[CH3:38])=[O:36])[CH2:25][C:26]1[CH:31]=[CH:30][C:29]([O:32][CH3:33])=[CH:28][CH:27]=1)=[O:23])[CH:9]([C:11](=[O:20])[NH:12][CH2:13][C:14]1[CH:19]=[CH:18][CH:17]=[CH:16][CH:15]=1)[OH:10])[C:2]1[CH:7]=[CH:6][CH:5]=[CH:4][CH:3]=1.CC(OI1(OC(C)=O)(OC(C)=O)OC(=O)C2C=CC=CC1=2)=O. Product: [CH2:1]([C@H:8]([NH:21][C:22]([C@@H:24]([NH:34][C:35]([C@@H:37]([NH:39][C:40]([C:42]1[CH:47]=[N:46][CH:45]=[CH:44][N:43]=1)=[O:41])[CH3:38])=[O:36])[CH2:25][C:26]1[CH:27]=[CH:28][C:29]([O:32][CH3:33])=[CH:30][CH:31]=1)=[O:23])[C:9]([C:11](=[O:20])[NH:12][CH2:13][C:14]1[CH:19]=[CH:18][CH:17]=[CH:16][CH:15]=1)=[O:10])[C:2]1[CH:7]=[CH:6][CH:5]=[CH:4][CH:3]=1. The catalyst class is: 4. (7) Reactant: Cl[C:2]1[CH:7]=[CH:6][N:5]=[C:4]2[C:8](=[C:18]3[CH2:23][CH2:22][N:21]([C:24](=[O:32])[CH2:25][C:26]4[CH:27]=[N:28][CH:29]=[CH:30][CH:31]=4)[CH2:20][CH2:19]3)[C:9]3[CH:16]=[CH:15][C:14]([Cl:17])=[CH:13][C:10]=3[CH2:11][CH2:12][C:3]=12.[H-].[Na+].[C:35]([O:39][CH3:40])(=[O:38])[CH2:36][SH:37].CN(C=O)C. Product: [Cl:17][C:14]1[CH:15]=[CH:16][C:9]2[C:8](=[C:18]3[CH2:19][CH2:20][N:21]([C:24](=[O:32])[CH2:25][C:26]4[CH:27]=[N:28][CH:29]=[CH:30][CH:31]=4)[CH2:22][CH2:23]3)[C:4]3=[N:5][CH:6]=[CH:7][C:2]([S:37][CH2:36][C:35]([O:39][CH3:40])=[O:38])=[C:3]3[CH2:12][CH2:11][C:10]=2[CH:13]=1. The catalyst class is: 5. (8) Product: [F:17][C:14]1[CH:13]=[CH:12][C:11]([C:8]2[CH:9]=[CH:10][C:5]([CH2:3][OH:2])=[CH:6][C:7]=2[O:18][CH3:19])=[CH:16][CH:15]=1. The catalyst class is: 28. Reactant: C[O:2][C:3]([C:5]1[CH:10]=[CH:9][C:8]([C:11]2[CH:16]=[CH:15][C:14]([F:17])=[CH:13][CH:12]=2)=[C:7]([O:18][CH3:19])[CH:6]=1)=O.[H-].[H-].[H-].[H-].[Li+].[Al+3].